From a dataset of NCI-60 drug combinations with 297,098 pairs across 59 cell lines. Regression. Given two drug SMILES strings and cell line genomic features, predict the synergy score measuring deviation from expected non-interaction effect. (1) Drug 1: CC1=C(C=C(C=C1)C(=O)NC2=CC(=CC(=C2)C(F)(F)F)N3C=C(N=C3)C)NC4=NC=CC(=N4)C5=CN=CC=C5. Drug 2: CS(=O)(=O)OCCCCOS(=O)(=O)C. Cell line: NCI-H322M. Synergy scores: CSS=-3.92, Synergy_ZIP=1.45, Synergy_Bliss=-1.38, Synergy_Loewe=-2.68, Synergy_HSA=-3.55. (2) Drug 1: C1=CC(=CC=C1CCC2=CNC3=C2C(=O)NC(=N3)N)C(=O)NC(CCC(=O)O)C(=O)O. Drug 2: C1=CC(=CC=C1CC(C(=O)O)N)N(CCCl)CCCl.Cl. Cell line: SW-620. Synergy scores: CSS=31.6, Synergy_ZIP=-2.23, Synergy_Bliss=-1.05, Synergy_Loewe=-0.509, Synergy_HSA=1.61. (3) Drug 1: CC1=CC2C(CCC3(C2CCC3(C(=O)C)OC(=O)C)C)C4(C1=CC(=O)CC4)C. Drug 2: C1CN1P(=S)(N2CC2)N3CC3. Cell line: HOP-92. Synergy scores: CSS=6.21, Synergy_ZIP=0.105, Synergy_Bliss=-0.560, Synergy_Loewe=-19.4, Synergy_HSA=-8.58. (4) Drug 2: CCN(CC)CCCC(C)NC1=C2C=C(C=CC2=NC3=C1C=CC(=C3)Cl)OC. Synergy scores: CSS=20.5, Synergy_ZIP=-5.12, Synergy_Bliss=-4.93, Synergy_Loewe=-5.96, Synergy_HSA=-1.55. Cell line: NCI-H522. Drug 1: CN(CCCl)CCCl.Cl. (5) Drug 1: COC1=NC(=NC2=C1N=CN2C3C(C(C(O3)CO)O)O)N. Drug 2: C1=CC=C(C=C1)NC(=O)CCCCCCC(=O)NO. Cell line: HCC-2998. Synergy scores: CSS=18.5, Synergy_ZIP=-5.83, Synergy_Bliss=-2.87, Synergy_Loewe=-1.78, Synergy_HSA=-1.87. (6) Drug 1: C1=C(C(=O)NC(=O)N1)F. Drug 2: C1CNP(=O)(OC1)N(CCCl)CCCl. Cell line: A549. Synergy scores: CSS=48.9, Synergy_ZIP=5.11, Synergy_Bliss=-0.959, Synergy_Loewe=-16.4, Synergy_HSA=-0.472. (7) Drug 2: C1=NC2=C(N=C(N=C2N1C3C(C(C(O3)CO)O)F)Cl)N. Synergy scores: CSS=24.7, Synergy_ZIP=-6.60, Synergy_Bliss=-5.97, Synergy_Loewe=-64.3, Synergy_HSA=-8.93. Drug 1: CC1=C(C(CCC1)(C)C)C=CC(=CC=CC(=CC(=O)O)C)C. Cell line: SNB-19.